Dataset: NCI-60 drug combinations with 297,098 pairs across 59 cell lines. Task: Regression. Given two drug SMILES strings and cell line genomic features, predict the synergy score measuring deviation from expected non-interaction effect. (1) Drug 1: CNC(=O)C1=CC=CC=C1SC2=CC3=C(C=C2)C(=NN3)C=CC4=CC=CC=N4. Drug 2: CC1=C(C=C(C=C1)NC(=O)C2=CC=C(C=C2)CN3CCN(CC3)C)NC4=NC=CC(=N4)C5=CN=CC=C5. Cell line: ACHN. Synergy scores: CSS=2.22, Synergy_ZIP=0.579, Synergy_Bliss=0.168, Synergy_Loewe=-7.41, Synergy_HSA=-3.34. (2) Drug 1: CCC1=C2CN3C(=CC4=C(C3=O)COC(=O)C4(CC)O)C2=NC5=C1C=C(C=C5)O. Drug 2: CCCCC(=O)OCC(=O)C1(CC(C2=C(C1)C(=C3C(=C2O)C(=O)C4=C(C3=O)C=CC=C4OC)O)OC5CC(C(C(O5)C)O)NC(=O)C(F)(F)F)O. Cell line: M14. Synergy scores: CSS=53.6, Synergy_ZIP=2.63, Synergy_Bliss=3.07, Synergy_Loewe=4.25, Synergy_HSA=4.70. (3) Drug 1: CNC(=O)C1=NC=CC(=C1)OC2=CC=C(C=C2)NC(=O)NC3=CC(=C(C=C3)Cl)C(F)(F)F. Drug 2: C1CNP(=O)(OC1)N(CCCl)CCCl. Cell line: HOP-62. Synergy scores: CSS=23.4, Synergy_ZIP=9.08, Synergy_Bliss=10.7, Synergy_Loewe=11.4, Synergy_HSA=5.48. (4) Drug 1: C1=CC(=CC=C1CCCC(=O)O)N(CCCl)CCCl. Drug 2: CC1CCC2CC(C(=CC=CC=CC(CC(C(=O)C(C(C(=CC(C(=O)CC(OC(=O)C3CCCCN3C(=O)C(=O)C1(O2)O)C(C)CC4CCC(C(C4)OC)OCCO)C)C)O)OC)C)C)C)OC. Cell line: HOP-62. Synergy scores: CSS=34.3, Synergy_ZIP=-3.66, Synergy_Bliss=-4.55, Synergy_Loewe=-3.55, Synergy_HSA=-2.20. (5) Drug 1: CN1C2=C(C=C(C=C2)N(CCCl)CCCl)N=C1CCCC(=O)O.Cl. Drug 2: C(CCl)NC(=O)N(CCCl)N=O. Cell line: BT-549. Synergy scores: CSS=9.83, Synergy_ZIP=-5.97, Synergy_Bliss=-5.40, Synergy_Loewe=0.0940, Synergy_HSA=-3.01. (6) Drug 1: CC1C(C(CC(O1)OC2CC(CC3=C2C(=C4C(=C3O)C(=O)C5=C(C4=O)C(=CC=C5)OC)O)(C(=O)C)O)N)O.Cl. Cell line: IGROV1. Synergy scores: CSS=35.2, Synergy_ZIP=-3.99, Synergy_Bliss=6.21, Synergy_Loewe=-1.57, Synergy_HSA=5.89. Drug 2: C1C(C(OC1N2C=NC3=C(N=C(N=C32)Cl)N)CO)O. (7) Synergy scores: CSS=36.2, Synergy_ZIP=-3.18, Synergy_Bliss=-2.13, Synergy_Loewe=-10.2, Synergy_HSA=-4.20. Drug 2: C1=NC2=C(N1)C(=S)N=CN2. Cell line: COLO 205. Drug 1: C1=CC(=CC=C1CC(C(=O)O)N)N(CCCl)CCCl.Cl.